From a dataset of Forward reaction prediction with 1.9M reactions from USPTO patents (1976-2016). Predict the product of the given reaction. Given the reactants C([O:3][C:4]([C:6]1[S:10][C:9]([C:11]2[N:16]=[CH:15][CH:14]=[CH:13][N:12]=2)=[N:8][C:7]=1[C:17]([F:20])([F:19])[F:18])=[O:5])C.[OH-].[Na+], predict the reaction product. The product is: [N:16]1[CH:15]=[CH:14][CH:13]=[N:12][C:11]=1[C:9]1[S:10][C:6]([C:4]([OH:5])=[O:3])=[C:7]([C:17]([F:19])([F:20])[F:18])[N:8]=1.